Task: Predict the reaction yield, written as a fraction of the theoretical maximum amount of product (1.0 means a 100% yield; for example, 0.34 means a 34% yield).. Dataset: Reaction yield outcomes from USPTO patents with 853,638 reactions (1) The reactants are [O:1]1[CH2:5][CH2:4][CH2:3][CH:2]1[CH2:6][NH2:7].CS[C:10]1[NH:11][C:12](=[O:21])[C:13]([C:16]([O:18][CH2:19][CH3:20])=[O:17])=[CH:14][N:15]=1. The catalyst is CO. The product is [O:21]=[C:12]1[NH:11][C:10]([NH:7][CH2:6][CH:2]2[CH2:3][CH2:4][CH2:5][O:1]2)=[N:15][CH:14]=[C:13]1[C:16]([O:18][CH2:19][CH3:20])=[O:17]. The yield is 0.470. (2) The reactants are [CH3:1][NH2:2].[O:3]1[C:7]2[CH:8]=[CH:9][C:10]([CH2:12][CH2:13][NH:14][C:15](=[O:18])[CH2:16]Cl)=[CH:11][C:6]=2[O:5][CH2:4]1. The catalyst is CCO. The product is [O:3]1[C:7]2[CH:8]=[CH:9][C:10]([CH2:12][CH2:13][NH:14][C:15](=[O:18])[CH2:16][NH:2][CH3:1])=[CH:11][C:6]=2[O:5][CH2:4]1. The yield is 0.680. (3) The reactants are [CH3:1][O:2][C:3]1[CH:16]=[C:15]([O:17][CH3:18])[CH:14]=[CH:13][C:4]=1[CH2:5][NH:6][C:7]1[CH:12]=[CH:11][N:10]=[CH:9][N:8]=1.[Cl:19][C:20]1[C:21]([F:31])=[CH:22][C:23]([F:30])=[C:24]([S:26](Cl)(=[O:28])=[O:27])[CH:25]=1.N12CCN(CC1)CC2. The catalyst is C(#N)C. The product is [Cl:19][C:20]1[C:21]([F:31])=[CH:22][C:23]([F:30])=[C:24]([S:26]([N:6]([CH2:5][C:4]2[CH:13]=[CH:14][C:15]([O:17][CH3:18])=[CH:16][C:3]=2[O:2][CH3:1])[C:7]2[CH:12]=[CH:11][N:10]=[CH:9][N:8]=2)(=[O:28])=[O:27])[CH:25]=1. The yield is 0.440. (4) The reactants are [Cl:1][C:2]1[N+:7]([O-])=[CH:6][C:5]([C:9]([F:12])([F:11])[F:10])=[CH:4][C:3]=1[CH3:13].C[Si]([C:18]#[N:19])(C)C.CCN(CC)CC.C([O-])(O)=O.[Na+]. The catalyst is CC#N. The product is [Cl:1][C:2]1[N:7]=[C:6]([C:18]#[N:19])[C:5]([C:9]([F:12])([F:11])[F:10])=[CH:4][C:3]=1[CH3:13]. The yield is 0.560. (5) The product is [Cl:5][C:6]1[CH:30]=[CH:29][C:9]([C:10]([N:12]2[C:20]3[C:15](=[C:16]([F:23])[C:17]([OH:21])=[CH:18][CH:19]=3)[C:14]([CH2:24][C:25]([OH:27])=[O:26])=[C:13]2[CH3:28])=[O:11])=[CH:8][CH:7]=1. The catalyst is ClCCl. The reactants are B(Br)(Br)Br.[Cl:5][C:6]1[CH:30]=[CH:29][C:9]([C:10]([N:12]2[C:20]3[C:15](=[C:16]([F:23])[C:17]([O:21]C)=[CH:18][CH:19]=3)[C:14]([CH2:24][C:25]([OH:27])=[O:26])=[C:13]2[CH3:28])=[O:11])=[CH:8][CH:7]=1. The yield is 0.700. (6) The reactants are [CH3:1][CH2:2][CH2:3][CH:4]([NH2:8])[CH2:5][CH2:6][CH3:7].[N:9]([C:12]1[CH:17]=[CH:16][C:15]([O:18][CH3:19])=[CH:14][C:13]=1[O:20][CH3:21])=[C:10]=[O:11]. No catalyst specified. The product is [CH3:21][O:20][C:13]1[CH:14]=[C:15]([O:18][CH3:19])[CH:16]=[CH:17][C:12]=1[NH:9][C:10]([NH:8][CH:4]([CH2:5][CH2:6][CH3:7])[CH2:3][CH2:2][CH3:1])=[O:11]. The yield is 0.880. (7) The reactants are Cl.[NH2:2][C@@H:3]([C@H:8]([OH:13])[C:9]([O:11][CH3:12])=[O:10])[C:4]([O:6][CH3:7])=[O:5].Cl[C:15]1[C:20]([N+:21]([O-:23])=[O:22])=[CH:19][CH:18]=[C:17]([Cl:24])[N:16]=1.C([O-])(O)=O.[Na+]. The catalyst is C1COCC1. The product is [Cl:24][C:17]1[N:16]=[C:15]([NH:2][C@@H:3]([C@H:8]([OH:13])[C:9]([O:11][CH3:12])=[O:10])[C:4]([O:6][CH3:7])=[O:5])[C:20]([N+:21]([O-:23])=[O:22])=[CH:19][CH:18]=1. The yield is 0.630. (8) The reactants are [CH2:1]([O:8][C:9]1[CH:14]=[CH:13][C:12]([Br:15])=[CH:11][C:10]=1[CH:16]([C:22]1[CH:27]=[CH:26][CH:25]=[CH:24][CH:23]=1)[CH2:17][C:18](OC)=[O:19])[C:2]1[CH:7]=[CH:6][CH:5]=[CH:4][CH:3]=1.[BH4-].[Na+].[Cl-].[Al+3].[Cl-].[Cl-].Cl. The catalyst is ClCCl.C(COC)OC. The product is [CH2:1]([O:8][C:9]1[CH:14]=[CH:13][C:12]([Br:15])=[CH:11][C:10]=1[CH:16]([C:22]1[CH:27]=[CH:26][CH:25]=[CH:24][CH:23]=1)[CH2:17][CH2:18][OH:19])[C:2]1[CH:3]=[CH:4][CH:5]=[CH:6][CH:7]=1. The yield is 0.936. (9) The reactants are C1C=C[NH+]=CC=1.[O-][Cr](Cl)(=O)=O.[CH2:12]([O:19][CH2:20][CH2:21][CH2:22][OH:23])[C:13]1[CH:18]=[CH:17][CH:16]=[CH:15][CH:14]=1. The catalyst is ClCCl. The product is [CH2:12]([O:19][CH2:20][CH2:21][CH:22]=[O:23])[C:13]1[CH:18]=[CH:17][CH:16]=[CH:15][CH:14]=1. The yield is 0.790.